Regression/Classification. Given a drug SMILES string, predict its absorption, distribution, metabolism, or excretion properties. Task type varies by dataset: regression for continuous measurements (e.g., permeability, clearance, half-life) or binary classification for categorical outcomes (e.g., BBB penetration, CYP inhibition). Dataset: cyp2d6_veith. From a dataset of CYP2D6 inhibition data for predicting drug metabolism from PubChem BioAssay. (1) The molecule is CC[N+](CC)(CCCNC1=CC(=O)C(NCCC[N+](CC)(CC)Cc2ccccc2)=CC1=O)Cc1ccccc1. The result is 0 (non-inhibitor). (2) The drug is COc1ccc(/C=C/C(=O)Nc2cc(C(F)(F)F)ccc2Cl)cc1. The result is 1 (inhibitor). (3) The result is 0 (non-inhibitor). The molecule is COC(=O)c1ccc(Oc2coc3cc(OCc4cnn(-c5ccccc5)c4)ccc3c2=O)cc1. (4) The molecule is CC(=O)c1c(C)[nH]c(C(=O)N2CCc3ccccc3C2)c1C. The result is 1 (inhibitor). (5) The compound is CCNC(=O)c1ccc(-n2nc(C)cc2-c2ccccc2)cc1. The result is 0 (non-inhibitor). (6) The molecule is CC(=O)Nc1cccc(C(=O)OCc2ccc(C(=O)Oc3ccc(Cl)cc3)cc2)c1. The result is 0 (non-inhibitor).